From a dataset of Full USPTO retrosynthesis dataset with 1.9M reactions from patents (1976-2016). Predict the reactants needed to synthesize the given product. (1) Given the product [CH3:24][C:19]1([CH3:25])[C:20]([CH3:23])([CH3:22])[O:21][B:17]([C:2]2[CH:3]=[C:4]([NH:8][C:9]([NH:11][CH2:12][C:13]([F:16])([F:15])[F:14])=[O:10])[CH:5]=[N:6][CH:7]=2)[O:18]1, predict the reactants needed to synthesize it. The reactants are: Br[C:2]1[CH:3]=[C:4]([NH:8][C:9]([NH:11][CH2:12][C:13]([F:16])([F:15])[F:14])=[O:10])[CH:5]=[N:6][CH:7]=1.[B:17]1([B:17]2[O:21][C:20]([CH3:23])([CH3:22])[C:19]([CH3:25])([CH3:24])[O:18]2)[O:21][C:20]([CH3:23])([CH3:22])[C:19]([CH3:25])([CH3:24])[O:18]1.N#N.O. (2) Given the product [Cl:21][CH2:20][CH2:19][CH2:18][O:8][C:7]1[CH:6]=[CH:5][C:4]([C:9]2[CH:14]=[CH:13][C:12]([C:15]#[N:16])=[CH:11][CH:10]=2)=[CH:3][C:2]=1[F:1], predict the reactants needed to synthesize it. The reactants are: [F:1][C:2]1[CH:3]=[C:4]([C:9]2[CH:14]=[CH:13][C:12]([C:15]#[N:16])=[CH:11][CH:10]=2)[CH:5]=[CH:6][C:7]=1[OH:8].Br[CH2:18][CH2:19][CH2:20][Cl:21]. (3) Given the product [Cl:16][C:12]1[C:11]([C:17]2[CH:22]=[CH:21][CH:20]=[C:19]([CH2:23][CH3:24])[CH:18]=2)=[C:10]([C:8]([OH:9])([C@@H:25]2[CH2:30][CH2:29][CH2:28][NH:27][CH2:26]2)[CH2:7][CH2:6][CH2:5][NH:4][C:1](=[O:3])[CH3:2])[CH:15]=[CH:14][CH:13]=1, predict the reactants needed to synthesize it. The reactants are: [C:1]([NH:4][CH2:5][CH2:6][CH2:7][C:8]([C@@H:25]1[CH2:30][CH2:29][CH2:28][N:27](C(OC(C)(C)C)=O)[CH2:26]1)([C:10]1[CH:15]=[CH:14][CH:13]=[C:12]([Cl:16])[C:11]=1[C:17]1[CH:22]=[CH:21][CH:20]=[C:19]([CH2:23][CH3:24])[CH:18]=1)[OH:9])(=[O:3])[CH3:2].Cl. (4) Given the product [F:1][C:2]([F:10])([F:11])[C:3]1[CH:4]=[C:5]([CH:7]=[CH:8][CH:9]=1)[NH:6][CH2:14][CH2:13][C:12]([OH:16])=[O:15], predict the reactants needed to synthesize it. The reactants are: [F:1][C:2]([F:11])([F:10])[C:3]1[CH:4]=[C:5]([CH:7]=[CH:8][CH:9]=1)[NH2:6].[C:12]([OH:16])(=[O:15])[CH:13]=[CH2:14].[OH-].[Na+]. (5) Given the product [Si:16]([O:6][CH2:1][CH:2]([OH:5])[CH2:3][OH:4])([C:13]([CH3:15])([CH3:14])[CH3:12])([C:23]1[CH:24]=[CH:25][CH:26]=[CH:27][CH:28]=1)[C:17]1[CH:22]=[CH:21][CH:20]=[CH:19][CH:18]=1, predict the reactants needed to synthesize it. The reactants are: [CH2:1]([OH:6])[CH:2]([OH:5])[CH2:3][OH:4].N1C=CN=C1.[CH3:12][C:13]([Si:16](Cl)([C:23]1[CH:28]=[CH:27][CH:26]=[CH:25][CH:24]=1)[C:17]1[CH:22]=[CH:21][CH:20]=[CH:19][CH:18]=1)([CH3:15])[CH3:14].O.